From a dataset of Full USPTO retrosynthesis dataset with 1.9M reactions from patents (1976-2016). Predict the reactants needed to synthesize the given product. (1) Given the product [CH3:1][N:2]([CH2:4][C:28]1[O:29][C:21]2[C:20]([C:30]([O:32][CH3:33])=[O:31])=[C:19]([NH:18][C:12]3[CH:13]=[CH:14][C:15]([I:17])=[CH:16][C:11]=3[F:10])[N:24]([CH3:25])[C:23](=[O:26])[C:22]=2[CH:27]=1)[CH3:3], predict the reactants needed to synthesize it. The reactants are: [CH3:1][NH:2][CH3:3].[C:4](O)(=O)C.C=O.[F:10][C:11]1[CH:16]=[C:15]([I:17])[CH:14]=[CH:13][C:12]=1[NH:18][C:19]1[N:24]([CH3:25])[C:23](=[O:26])[C:22]2[CH:27]=[CH:28][O:29][C:21]=2[C:20]=1[C:30]([O:32][CH3:33])=[O:31]. (2) Given the product [CH3:18][O:19][C:20](=[O:33])[C@H:21]([CH:30]([CH3:32])[CH3:31])[NH:22][C:23](=[O:29])[C@H:24]([CH:26]([CH3:27])[CH3:28])[NH:25][C:15](=[O:17])[C@H:9]([CH2:10][O:11][CH2:12][CH:13]=[CH2:14])[NH:8][C:6]([O:5][C:1]([CH3:2])([CH3:3])[CH3:4])=[O:7], predict the reactants needed to synthesize it. The reactants are: [C:1]([O:5][C:6]([NH:8][C@H:9]([C:15]([OH:17])=O)[CH2:10][O:11][CH2:12][CH:13]=[CH2:14])=[O:7])([CH3:4])([CH3:3])[CH3:2].[CH3:18][O:19][C:20](=[O:33])[C@H:21]([CH:30]([CH3:32])[CH3:31])[NH:22][C:23](=[O:29])[C@H:24]([CH:26]([CH3:28])[CH3:27])[NH2:25].FC(F)(F)C(O)=O.COC(=O)[C@H](C(C)C)NC(=O)[C@H](C(C)C)N.C(N(CC)C(C)C)(C)C.C1C=C2N=NN(O)C2=CC=1.O.CCN=C=NCCCN(C)C.Cl. (3) Given the product [CH3:33][CH:34]([CH3:72])[C@H:35]([N:40]1[CH2:48][C:47]2[C:42](=[CH:43][C:44]([C:49]3[CH:50]=[CH:51][C:52]([NH:55][C:56](=[O:70])[C:57]4[CH:62]=[CH:61][C:60]([O:63][C:64]5[CH:69]=[CH:68][CH:67]=[CH:66][CH:65]=5)=[CH:59][CH:58]=4)=[CH:53][CH:54]=3)=[CH:45][CH:46]=2)[C:41]1=[O:71])[C:36]([OH:38])=[O:37], predict the reactants needed to synthesize it. The reactants are: C(NC1C=CC(C2C=C3C(CN([C@@H](C(C)C)C(O)=O)C3=O)=CC=2)=CC=1)(=O)C1C=CC=CC=1.[CH3:33][CH:34]([CH3:72])[C@H:35]([N:40]1[CH2:48][C:47]2[C:42](=[CH:43][C:44]([C:49]3[CH:54]=[CH:53][C:52]([NH:55][C:56](=[O:70])[C:57]4[CH:62]=[CH:61][C:60]([O:63][C:64]5[CH:69]=[CH:68][CH:67]=[CH:66][CH:65]=5)=[CH:59][CH:58]=4)=[CH:51][CH:50]=3)=[CH:45][CH:46]=2)[C:41]1=[O:71])[C:36]([O:38]C)=[O:37]. (4) Given the product [Cl:1][CH2:2][CH2:3][CH2:4][N:5]1[C:6]2[C:15]3[CH:14]=[CH:13][CH:12]=[CH:11][C:10]=3[N:9]=[CH:8][C:7]=2[N:16]=[C:19]1[CH3:20], predict the reactants needed to synthesize it. The reactants are: [Cl:1][CH2:2][CH2:3][CH2:4][NH:5][C:6]1[C:15]2[C:10](=[CH:11][CH:12]=[CH:13][CH:14]=2)[N:9]=[CH:8][C:7]=1[NH2:16].CO[C:19](OC)(OC)[CH3:20].Cl.N1C=CC=CC=1. (5) Given the product [F:1][C:2]1[CH:9]=[C:8]([B:11]([OH:16])[OH:12])[CH:7]=[CH:6][C:3]=1[C:4]#[N:5], predict the reactants needed to synthesize it. The reactants are: [F:1][C:2]1[CH:9]=[C:8](Br)[CH:7]=[CH:6][C:3]=1[C:4]#[N:5].[B:11](OC(C)C)([O:16]C(C)C)[O:12]C(C)C.[Li]CCCC.C(Cl)Cl.